This data is from NCI-60 drug combinations with 297,098 pairs across 59 cell lines. The task is: Regression. Given two drug SMILES strings and cell line genomic features, predict the synergy score measuring deviation from expected non-interaction effect. Drug 1: C1CCC(C1)C(CC#N)N2C=C(C=N2)C3=C4C=CNC4=NC=N3. Drug 2: N.N.Cl[Pt+2]Cl. Cell line: CAKI-1. Synergy scores: CSS=11.2, Synergy_ZIP=-5.49, Synergy_Bliss=-1.23, Synergy_Loewe=-0.345, Synergy_HSA=1.93.